This data is from Catalyst prediction with 721,799 reactions and 888 catalyst types from USPTO. The task is: Predict which catalyst facilitates the given reaction. (1) Reactant: C([O:3][C:4](=[O:42])[C:5]([CH3:41])([O:34][C:35]1[CH:40]=[CH:39][CH:38]=[CH:37][CH:36]=1)[CH2:6][C:7]1[CH:12]=[CH:11][C:10]([O:13][CH2:14][CH2:15][CH:16]2[CH2:20][N:19]([CH2:21][C:22]3[CH:27]=[CH:26][CH:25]=[C:24]([C:28]([F:31])([F:30])[F:29])[CH:23]=3)[C:18](=[O:32])[N:17]2[CH3:33])=[CH:9][CH:8]=1)C.[OH-].[Na+].Cl. Product: [CH3:41][C:5]([O:34][C:35]1[CH:40]=[CH:39][CH:38]=[CH:37][CH:36]=1)([CH2:6][C:7]1[CH:8]=[CH:9][C:10]([O:13][CH2:14][CH2:15][CH:16]2[CH2:20][N:19]([CH2:21][C:22]3[CH:27]=[CH:26][CH:25]=[C:24]([C:28]([F:31])([F:30])[F:29])[CH:23]=3)[C:18](=[O:32])[N:17]2[CH3:33])=[CH:11][CH:12]=1)[C:4]([OH:42])=[O:3]. The catalyst class is: 8. (2) Reactant: [C:1]([NH:7][C:8](=[O:30])[NH:9][C:10]1[N:15]=[CH:14][C:13]([O:16][C:17]2[CH:22]=[CH:21][N:20]=[C:19]([NH:23][C:24](=O)[O:25]C(C)=C)[CH:18]=2)=[CH:12][CH:11]=1)(=[O:6])[C:2]([CH3:5])([CH3:4])[CH3:3].Cl.CN.[CH3:34][N:35]1CCCC1. Product: [CH3:34][NH:35][C:24](=[O:25])[NH:23][C:19]1[CH:18]=[C:17]([O:16][C:13]2[CH:12]=[CH:11][C:10]([NH:9][C:8]([NH:7][C:1](=[O:6])[C:2]([CH3:3])([CH3:5])[CH3:4])=[O:30])=[N:15][CH:14]=2)[CH:22]=[CH:21][N:20]=1. The catalyst class is: 12. (3) Reactant: [CH:1]([N:4]1[C:8]([C@@H:9]2[C@@H:14]([C:15](OCC)=[O:16])[CH2:13][CH2:12][O:11][CH2:10]2)=[CH:7][CH:6]=[N:5]1)([CH3:3])[CH3:2].[H-].[H-].[H-].[H-].[Li+].[Al+3]. Product: [CH:1]([N:4]1[C:8]([C@@H:9]2[C@@H:14]([CH2:15][OH:16])[CH2:13][CH2:12][O:11][CH2:10]2)=[CH:7][CH:6]=[N:5]1)([CH3:3])[CH3:2]. The catalyst class is: 1. (4) Reactant: [Cl:1][C:2]1[C:17]([Cl:18])=[CH:16][C:5]2[NH:6][C:7]([C:9]3[C:10](Cl)=[N:11][CH:12]=[CH:13][CH:14]=3)=[N:8][C:4]=2[CH:3]=1.[CH3:19][S:20]([CH:23]1[CH2:28][CH2:27][NH:26][CH2:25][CH2:24]1)(=[O:22])=[O:21].C(N(C(C)C)CC)(C)C.O. Product: [Cl:1][C:2]1[C:17]([Cl:18])=[CH:16][C:5]2[NH:6][C:7]([C:9]3[C:10]([N:26]4[CH2:27][CH2:28][CH:23]([S:20]([CH3:19])(=[O:22])=[O:21])[CH2:24][CH2:25]4)=[N:11][CH:12]=[CH:13][CH:14]=3)=[N:8][C:4]=2[CH:3]=1. The catalyst class is: 23. (5) Reactant: [Cl:1][C:2]1[CH:3]=[C:4]([CH2:8][C:9]([OH:11])=O)[CH:5]=[CH:6][CH:7]=1.C(Cl)(=O)C([Cl:15])=O. Product: [Cl:1][C:2]1[CH:3]=[C:4]([CH2:8][C:9]([Cl:15])=[O:11])[CH:5]=[CH:6][CH:7]=1. The catalyst class is: 118. (6) Reactant: [CH3:1][C:2]1[CH:7]=[CH:6][CH:5]=[C:4]([CH3:8])[C:3]=1[CH2:9][O:10][C:11]1[C:12]2[N:13]([C:24]([CH:28]=[O:29])=[C:25]([CH3:27])[N:26]=2)[CH:14]=[C:15]([N:17]2[CH:22]=[CH:21][CH:20]=[CH:19][C:18]2=[O:23])[CH:16]=1.[BH4-].[Na+]. Product: [CH3:8][C:4]1[CH:5]=[CH:6][CH:7]=[C:2]([CH3:1])[C:3]=1[CH2:9][O:10][C:11]1[C:12]2[N:13]([C:24]([CH2:28][OH:29])=[C:25]([CH3:27])[N:26]=2)[CH:14]=[C:15]([N:17]2[CH:22]=[CH:21][CH:20]=[CH:19][C:18]2=[O:23])[CH:16]=1. The catalyst class is: 5. (7) Reactant: Cl[C:2]1[N:3]=[C:4]([NH:17][CH3:18])[C:5]2[CH2:10][CH2:9][CH:8]([C:11]3[CH:16]=[CH:15][CH:14]=[CH:13][CH:12]=3)[C:6]=2[N:7]=1.[Br:19][C:20]1[CH:26]=[CH:25][C:23]([NH2:24])=[CH:22][C:21]=1[O:27][CH3:28].OS(O)(=O)=O.O. Product: [Br:19][C:20]1[CH:26]=[CH:25][C:23]([NH:24][C:2]2[N:3]=[C:4]([NH:17][CH3:18])[C:5]3[CH2:10][CH2:9][CH:8]([C:11]4[CH:16]=[CH:15][CH:14]=[CH:13][CH:12]=4)[C:6]=3[N:7]=2)=[CH:22][C:21]=1[O:27][CH3:28]. The catalyst class is: 37. (8) Reactant: Cl.Cl.[NH2:3][CH:4]([C:15]1[CH:20]=[CH:19][C:18]([F:21])=[C:17]([O:22][C:23]2[CH:28]=[CH:27][CH:26]=[CH:25][CH:24]=2)[C:16]=1[F:29])[CH2:5][C:6](NC1C=CN=CC=1)=[O:7].[H-].[Al+3].[Li+].[H-].[H-].[H-].O.[OH-].[Na+]. Product: [NH2:3][CH:4]([C:15]1[CH:20]=[CH:19][C:18]([F:21])=[C:17]([O:22][C:23]2[CH:24]=[CH:25][CH:26]=[CH:27][CH:28]=2)[C:16]=1[F:29])[CH2:5][CH2:6][OH:7]. The catalyst class is: 1. (9) Reactant: B(Br)(Br)Br.[CH2:5]([O:7][C:8](=[O:27])[CH2:9][CH2:10][CH2:11][CH2:12][C:13]1[CH:17]=[C:16]([C:18]2[CH:23]=[C:22]([Cl:24])[CH:21]=[CH:20][C:19]=2[O:25]C)[O:15][N:14]=1)[CH3:6]. Product: [CH2:5]([O:7][C:8](=[O:27])[CH2:9][CH2:10][CH2:11][CH2:12][C:13]1[CH:17]=[C:16]([C:18]2[CH:23]=[C:22]([Cl:24])[CH:21]=[CH:20][C:19]=2[OH:25])[O:15][N:14]=1)[CH3:6]. The catalyst class is: 2.